Dataset: Forward reaction prediction with 1.9M reactions from USPTO patents (1976-2016). Task: Predict the product of the given reaction. (1) Given the reactants [OH-].[Na+].C[O:4][C:5](=[O:43])[CH2:6][C@H:7]1[CH2:12][CH2:11][C@H:10]([C:13]2[CH:18]=[CH:17][C:16]([NH:19][C:20](=[O:42])[CH2:21][CH2:22][NH:23][C:24]([C:26]3[C:27]([C:38]([F:41])([F:40])[F:39])=[N:28][N:29]([C:31]4[CH:36]=[CH:35][CH:34]=[CH:33][C:32]=4[CH3:37])[CH:30]=3)=O)=[CH:15][CH:14]=2)[CH2:9][CH2:8]1, predict the reaction product. The product is: [C:32]1([CH3:37])[CH:33]=[CH:34][CH:35]=[CH:36][C:31]=1[N:29]1[CH:30]=[C:26]([CH2:24][NH:23][CH2:22][CH2:21][C:20]([NH:19][C:16]2[CH:17]=[CH:18][C:13]([C@H:10]3[CH2:9][CH2:8][C@H:7]([CH2:6][C:5]([OH:43])=[O:4])[CH2:12][CH2:11]3)=[CH:14][CH:15]=2)=[O:42])[C:27]([C:38]([F:41])([F:39])[F:40])=[N:28]1. (2) Given the reactants Cl.N[C:3]1[CH:4]=[N:5][C:6]2[C:11]([CH:12]=1)=[CH:10][C:9]([O:13][CH3:14])=[C:8]([O:15][CH3:16])[CH:7]=2.C[O-].[Na+].[C:20]1(=O)[CH2:25][CH2:24][CH2:23][CH2:22][CH2:21]1.[N:27]1C=CC=CC=1.B.Cl.[OH-].[Na+], predict the reaction product. The product is: [NH2:27][CH:20]1[CH2:25][CH2:24][CH2:23][CH:22]([C:4]2[CH:3]=[CH:12][C:11]3[C:6](=[CH:7][C:8]([O:15][CH3:16])=[C:9]([O:13][CH3:14])[CH:10]=3)[N:5]=2)[CH2:21]1.